From a dataset of Forward reaction prediction with 1.9M reactions from USPTO patents (1976-2016). Predict the product of the given reaction. (1) The product is: [F:12][C:13]1[CH:18]=[CH:17][C:16]([F:19])=[CH:15][C:14]=1[C@H:20]1[C@H:25]([N+:26]([O-:28])=[O:27])[CH2:24][C:23](=[CH2:29])[CH2:22][O:21]1. Given the reactants C1CCN2C(=NCCC2)CC1.[F:12][C:13]1[CH:18]=[CH:17][C:16]([F:19])=[CH:15][C:14]=1[CH:20]1[CH:25]([N+:26]([O-:28])=[O:27])[CH2:24][C:23](=[CH2:29])[CH2:22][O:21]1.CC(O)C, predict the reaction product. (2) The product is: [F:1][C:2]1[C:10]([F:11])=[CH:9][CH:8]=[C:7]([N:14]2[N:15]=[CH:16][CH:17]=[N:13]2)[C:3]=1[C:4]([OH:6])=[O:5]. Given the reactants [F:1][C:2]1[C:10]([F:11])=[CH:9][CH:8]=[C:7](I)[C:3]=1[C:4]([OH:6])=[O:5].[N:13]1[NH:14][N:15]=[CH:16][CH:17]=1, predict the reaction product. (3) Given the reactants [Cl:1][C:2]1[C:7](=O)[NH:6][C:5]([CH3:9])=[C:4]([C:10]([O:12][CH3:13])=[O:11])[CH:3]=1.P(Cl)(Cl)([Cl:16])=O, predict the reaction product. The product is: [Cl:1][C:2]1[C:7]([Cl:16])=[N:6][C:5]([CH3:9])=[C:4]([CH:3]=1)[C:10]([O:12][CH3:13])=[O:11]. (4) Given the reactants [CH:1]1[N-:5][CH:4]=[N:3][CH:2]=1.[Na+].Br[CH2:8][CH2:9][CH2:10][CH2:11][CH2:12][CH2:13][C:14]#[N:15], predict the reaction product. The product is: [N:3]1([CH2:8][CH2:9][CH2:10][CH2:11][CH2:12][CH2:13][C:14]#[N:15])[CH:2]=[CH:1][N:5]=[CH:4]1. (5) The product is: [CH2:1]([N:3]1[C:11]2[C:6](=[CH:7][CH:8]=[C:9]([O:12][CH3:13])[CH:10]=2)[C:5]([C:14](=[S:26])[NH2:16])=[CH:4]1)[CH3:2]. Given the reactants [CH2:1]([N:3]1[C:11]2[C:6](=[CH:7][CH:8]=[C:9]([O:12][CH3:13])[CH:10]=2)[C:5]([C:14]([NH2:16])=O)=[CH:4]1)[CH3:2].COC1C=CC(P2(SP(C3C=CC(OC)=CC=3)(=S)S2)=[S:26])=CC=1, predict the reaction product.